The task is: Predict the product of the given reaction.. This data is from Forward reaction prediction with 1.9M reactions from USPTO patents (1976-2016). (1) Given the reactants [F:1][C:2]1[CH:9]=[C:8]([F:10])[CH:7]=[CH:6][C:3]=1[CH:4]=[O:5].[CH:11]([Mg]Cl)=[CH2:12], predict the reaction product. The product is: [F:1][C:2]1[CH:9]=[C:8]([F:10])[CH:7]=[CH:6][C:3]=1[CH:4]([OH:5])[CH:11]=[CH2:12]. (2) Given the reactants [CH2:1]([N:8]([CH2:16][CH3:17])[CH2:9][CH:10]1[CH2:15][CH2:14][NH:13][CH2:12][CH2:11]1)[C:2]1[CH:7]=[CH:6][CH:5]=[CH:4][CH:3]=1.Cl[C:19]([O:21][C:22]1[CH:27]=[CH:26][C:25]([O:28][C:29]2[CH:34]=[CH:33][C:32]([C:35]([F:38])([F:37])[F:36])=[CH:31][N:30]=2)=[CH:24][CH:23]=1)=[O:20].C1(O)C=CC=CC=1, predict the reaction product. The product is: [F:37][C:35]([F:36])([F:38])[C:32]1[CH:33]=[CH:34][C:29]([O:28][C:25]2[CH:26]=[CH:27][C:22]([O:21][C:19]([N:13]3[CH2:12][CH2:11][CH:10]([CH2:9][N:8]([CH2:1][C:2]4[CH:7]=[CH:6][CH:5]=[CH:4][CH:3]=4)[CH2:16][CH3:17])[CH2:15][CH2:14]3)=[O:20])=[CH:23][CH:24]=2)=[N:30][CH:31]=1. (3) Given the reactants [C:1]([NH:4][C:5]1[C:13]2[C:8](=[N:9][C:10]([C:21]3[CH:26]=[CH:25][C:24]([Cl:27])=[CH:23][C:22]=3[Cl:28])=[C:11]([C:14]3[CH:19]=[CH:18][C:17]([Cl:20])=[CH:16][CH:15]=3)[CH:12]=2)[O:7][C:6]=1[C:29](O)=[O:30])(=[O:3])[CH3:2].Cl.[CH:33]12[CH2:40][CH2:39][CH:36]([CH2:37][CH2:38]1)[CH2:35][NH:34]2.C(Cl)CCl.CN1CCOCC1, predict the reaction product. The product is: [CH:33]12[CH2:40][CH2:39][CH:36]([CH2:37][CH2:38]1)[CH2:35][N:34]2[C:29]([C:6]1[O:7][C:8]2=[N:9][C:10]([C:21]3[CH:26]=[CH:25][C:24]([Cl:27])=[CH:23][C:22]=3[Cl:28])=[C:11]([C:14]3[CH:19]=[CH:18][C:17]([Cl:20])=[CH:16][CH:15]=3)[CH:12]=[C:13]2[C:5]=1[NH:4][C:1](=[O:3])[CH3:2])=[O:30]. (4) Given the reactants [CH2:1]=[C:2]1[CH2:8][CH:7](S(C2C=CC=CC=2)(=O)=O)[C:6]2[CH:18]=[C:19]([C:22](=[O:24])[CH3:23])[CH:20]=[CH:21][C:5]=2[O:4][CH2:3]1.P([O-])([O-])(O)=O.[Na+].[Na+].CO.O1CCCC1, predict the reaction product. The product is: [CH2:1]=[C:2]1[CH2:8][CH2:7][C:6]2[CH:18]=[C:19]([CH:22]([OH:24])[CH3:23])[CH:20]=[CH:21][C:5]=2[O:4][CH2:3]1. (5) The product is: [Cl:18][C:10]1[C:9]2[CH2:13][CH2:14][CH2:15][C:8]=2[CH:7]=[C:6]([C:4]([O:3][CH2:1][CH3:2])=[O:5])[N:11]=1. Given the reactants [CH2:1]([O:3][C:4]([C:6]1[N+:11]([O-])=[CH:10][C:9]2[CH2:13][CH2:14][CH2:15][C:8]=2[CH:7]=1)=[O:5])[CH3:2].O=P(Cl)(Cl)[Cl:18], predict the reaction product. (6) Given the reactants [Cl:1][C:2]1[CH:8]=[CH:7][C:5]([NH2:6])=[CH:4][CH:3]=1.[CH2:9]([C:11](=O)[C:12]([O-:14])=[O:13])[CH3:10].[Br:16][C:17]1[CH:24]=[CH:23][CH:22]=[CH:21][C:18]=1C=C.F[C:26](F)(F)[C:27](O)=O, predict the reaction product. The product is: [CH2:26]([O:14][C:12]([CH:11]1[CH2:9][CH:10]([C:18]2[CH:21]=[CH:22][CH:23]=[CH:24][C:17]=2[Br:16])[C:7]2[C:5](=[CH:4][CH:3]=[C:2]([Cl:1])[CH:8]=2)[NH:6]1)=[O:13])[CH3:27].